The task is: Predict the reaction yield, written as a fraction of the theoretical maximum amount of product (1.0 means a 100% yield; for example, 0.34 means a 34% yield).. This data is from Reaction yield outcomes from USPTO patents with 853,638 reactions. (1) The reactants are [C:1]([N:4]1[C:13]2[C:8](=[CH:9][C:10]([N:14]3[CH2:19][CH2:18][CH:17]([NH:20]C(=O)OC(C)(C)C)[CH2:16][CH2:15]3)=[CH:11][CH:12]=2)[C@H:7]([NH:28][C:29]2[CH:34]=[CH:33][CH:32]=[CH:31][CH:30]=2)[C@@H:6]([CH3:35])[C@@H:5]1[CH3:36])(=[O:3])[CH3:2].[ClH:37].O1CCOCC1. The catalyst is CO. The product is [ClH:37].[NH2:20][CH:17]1[CH2:16][CH2:15][N:14]([C:10]2[CH:9]=[C:8]3[C:13](=[CH:12][CH:11]=2)[N:4]([C:1](=[O:3])[CH3:2])[C@@H:5]([CH3:36])[C@H:6]([CH3:35])[C@H:7]3[NH:28][C:29]2[CH:30]=[CH:31][CH:32]=[CH:33][CH:34]=2)[CH2:19][CH2:18]1. The yield is 0.620. (2) The reactants are Cl[C:2]1[N:7]=[C:6]([NH:8][C:9]2[CH:14]=[CH:13][C:12]([O:15][CH3:16])=[CH:11][CH:10]=2)[N:5]=[C:4]([NH:17][CH:18]2[NH:22][C:21](=[O:23])[N:20]([CH3:24])[C:19]2=[O:25])[N:3]=1.[CH3:26][O:27][C:28]1[CH:34]=[CH:33][C:31]([NH2:32])=[CH:30][CH:29]=1.C(=O)([O-])[O-].[K+].[K+]. The catalyst is CN(C=O)C.O. The product is [CH3:26][O:27][C:28]1[CH:34]=[CH:33][C:31]([NH:32][C:2]2[N:7]=[C:6]([NH:8][C:9]3[CH:14]=[CH:13][C:12]([O:15][CH3:16])=[CH:11][CH:10]=3)[N:5]=[C:4]([NH:17][CH:18]3[NH:22][C:21](=[O:23])[N:20]([CH3:24])[C:19]3=[O:25])[N:3]=2)=[CH:30][CH:29]=1. The yield is 0.580. (3) The reactants are [C:1]12([C:11]3[CH:27]=[CH:26][C:14]([O:15][CH2:16][C:17]([N:19]4[CH2:24][CH2:23][N:22]([CH3:25])[CH2:21][CH2:20]4)=[O:18])=[CH:13][CH:12]=3)[CH2:10][CH:5]3[CH2:6][CH:7]([CH2:9][CH:3]([CH2:4]3)[CH2:2]1)[CH2:8]2.[CH3:28][S:29]([OH:32])(=[O:31])=[O:30]. The catalyst is CC(C)=O. The product is [CH3:28][S:29]([O-:32])(=[O:31])=[O:30].[C:1]12([C:11]3[CH:27]=[CH:26][C:14]([O:15][CH2:16][C:17]([N:19]4[CH2:24][CH2:23][NH+:22]([CH3:25])[CH2:21][CH2:20]4)=[O:18])=[CH:13][CH:12]=3)[CH2:10][CH:5]3[CH2:6][CH:7]([CH2:9][CH:3]([CH2:4]3)[CH2:2]1)[CH2:8]2. The yield is 0.870. (4) The reactants are I[C:2]1[CH:7]=[CH:6][CH:5]=[CH:4][N:3]=1.[CH2:8]([C:12]1[O:13][C:14]2[C:15]([N:20]=1)=[N:16][CH:17]=[CH:18][CH:19]=2)[CH2:9][C:10]#[CH:11]. No catalyst specified. The product is [N:3]1[CH:4]=[CH:5][CH:6]=[CH:7][C:2]=1[C:11]#[C:10][CH2:9][CH2:8][C:12]1[O:13][C:14]2[C:15]([N:20]=1)=[N:16][CH:17]=[CH:18][CH:19]=2. The yield is 0.290. (5) The reactants are [CH3:1][C:2]1([CH3:21])[O:7][CH2:6][CH:5]([N:8]2[C:13](=[O:14])[CH2:12][NH:11][C:10]3[CH:15]=[CH:16][C:17]([O:19][CH3:20])=[N:18][C:9]2=3)[CH2:4][O:3]1. The catalyst is C(Cl)Cl.[O-2].[O-2].[Mn+4]. The product is [CH3:1][C:2]1([CH3:21])[O:3][CH2:4][CH:5]([N:8]2[C:13](=[O:14])[CH:12]=[N:11][C:10]3[CH:15]=[CH:16][C:17]([O:19][CH3:20])=[N:18][C:9]2=3)[CH2:6][O:7]1. The yield is 0.690.